From a dataset of HIV replication inhibition screening data with 41,000+ compounds from the AIDS Antiviral Screen. Binary Classification. Given a drug SMILES string, predict its activity (active/inactive) in a high-throughput screening assay against a specified biological target. (1) The molecule is C=C1CCC2(C(C)=O)COC1(C)O2. The result is 0 (inactive). (2) The molecule is O=C(O)CC[PH](c1ccccc1)(c1ccccc1)c1ccccc1. The result is 0 (inactive).